Dataset: Forward reaction prediction with 1.9M reactions from USPTO patents (1976-2016). Task: Predict the product of the given reaction. Given the reactants [F:1][C@H:2]([CH2:12][CH2:13][C:14]1[S:15][C:16]([NH:19][C:20](=[O:28])[CH2:21][C:22]2[CH:27]=[CH:26][CH:25]=[CH:24][N:23]=2)=[N:17][N:18]=1)[CH2:3][N:4]1[CH:8]=[C:7]([C:9]([O-:11])=O)[N:6]=[N:5]1.[Li+].CN(C(ON1N=NC2C=CC=NC1=2)=[N+](C)C)C.F[P-](F)(F)(F)(F)F.Cl.Cl.[F:56][C:57]([F:67])([F:66])[C:58]1[CH:63]=[CH:62][N:61]=[C:60]([CH2:64][NH2:65])[CH:59]=1.CCN(C(C)C)C(C)C, predict the reaction product. The product is: [F:1][C@H:2]([CH2:12][CH2:13][C:14]1[S:15][C:16]([NH:19][C:20](=[O:28])[CH2:21][C:22]2[CH:27]=[CH:26][CH:25]=[CH:24][N:23]=2)=[N:17][N:18]=1)[CH2:3][N:4]1[CH:8]=[C:7]([C:9]([NH:65][CH2:64][C:60]2[CH:59]=[C:58]([C:57]([F:67])([F:56])[F:66])[CH:63]=[CH:62][N:61]=2)=[O:11])[N:6]=[N:5]1.